This data is from Full USPTO retrosynthesis dataset with 1.9M reactions from patents (1976-2016). The task is: Predict the reactants needed to synthesize the given product. (1) Given the product [CH3:14][C:15]1[CH:16]=[C:17]2[C:22](=[O:21])[N:7]([C@@H:8]3[CH2:13][CH2:12][CH2:11][NH:10][CH2:9]3)[C:19](=[O:20])[C:18]2=[CH:24][CH:25]=1, predict the reactants needed to synthesize it. The reactants are: C(O)(=O)C.Cl.Cl.[NH2:7][C@@H:8]1[CH2:13][CH2:12][CH2:11][NH:10][CH2:9]1.[CH3:14][C:15]1[CH:16]=[C:17]2[C:22](=O)[O:21][C:19](=[O:20])[C:18]2=[CH:24][CH:25]=1. (2) Given the product [OH:4][C:5]1[CH:10]=[CH:9][C:8]([C:11](=[CH:15][C:16]2[CH:17]=[CH:18][C:19]([CH3:22])=[CH:20][CH:21]=2)[C:12]([OH:14])=[O:13])=[CH:7][CH:6]=1, predict the reactants needed to synthesize it. The reactants are: C([O:4][C:5]1[CH:10]=[CH:9][C:8]([C:11](=[CH:15][C:16]2[CH:21]=[CH:20][C:19]([CH3:22])=[CH:18][CH:17]=2)[C:12]([OH:14])=[O:13])=[CH:7][CH:6]=1)(=O)C.[OH-].[Li+].Cl. (3) Given the product [CH3:30][S:31]([NH:34][C:35]1[CH:36]=[C:37]([C:2]2[C:3]([C:24]3[CH:25]=[CH:26][N:27]=[CH:28][CH:29]=3)=[N:4][N:5]3[C:10]([CH:11]4[CH2:12][CH:13]5[N:18]([C:19]([O:21][CH2:22][CH3:23])=[O:20])[CH:16]([CH2:15][CH2:14]5)[CH2:17]4)=[CH:9][CH:8]=[N:7][C:6]=23)[CH:38]=[CH:39][CH:40]=1)(=[O:33])=[O:32], predict the reactants needed to synthesize it. The reactants are: I[C:2]1[C:3]([C:24]2[CH:29]=[CH:28][N:27]=[CH:26][CH:25]=2)=[N:4][N:5]2[C:10]([CH:11]3[CH2:17][CH:16]4[N:18]([C:19]([O:21][CH2:22][CH3:23])=[O:20])[CH:13]([CH2:14][CH2:15]4)[CH2:12]3)=[CH:9][CH:8]=[N:7][C:6]=12.[CH3:30][S:31]([NH:34][C:35]1[CH:36]=[C:37](B(O)O)[CH:38]=[CH:39][CH:40]=1)(=[O:33])=[O:32].